This data is from Catalyst prediction with 721,799 reactions and 888 catalyst types from USPTO. The task is: Predict which catalyst facilitates the given reaction. (1) Reactant: O=[C:2]1[CH2:7][CH2:6][CH2:5][CH:4]([C:8]([O:10][CH2:11][CH3:12])=[O:9])[CH2:3]1.[C:13]([CH2:15][C:16]([O:18][CH2:19][CH3:20])=[O:17])#[N:14].CC(O)=O. Product: [C:13]([C:15](=[C:2]1[CH2:7][CH2:6][CH2:5][CH:4]([C:8]([O:10][CH2:11][CH3:12])=[O:9])[CH2:3]1)[C:16]([O:18][CH2:19][CH3:20])=[O:17])#[N:14]. The catalyst class is: 11. (2) Product: [Br:1][C:2]1[CH:7]=[CH:6][C:5]([CH:8]2[CH2:10][CH:9]2[CH2:11][C:12]2[N:16]([CH2:17][CH3:18])[C:15](=[O:19])[N:14]([CH2:34][C:33]3[CH:36]=[CH:37][C:30]([C:26]([CH3:29])([CH3:28])[CH3:27])=[CH:31][CH:32]=3)[N:13]=2)=[CH:4][CH:3]=1. Reactant: [Br:1][C:2]1[CH:7]=[CH:6][C:5]([CH:8]2[CH2:10][CH:9]2[CH2:11][C:12]2[N:16]([CH2:17][CH3:18])[C:15](=[O:19])[NH:14][N:13]=2)=[CH:4][CH:3]=1.C(=O)([O-])[O-].[K+].[K+].[C:26]([C:30]1[CH:37]=[CH:36][C:33]([CH2:34]Br)=[CH:32][CH:31]=1)([CH3:29])([CH3:28])[CH3:27]. The catalyst class is: 3. (3) Product: [C:1]([C:5]1[CH:6]=[C:7]([NH:24][C:25](=[O:46])[CH2:26][C:27]2[CH:32]=[CH:31][C:30]([S:33][C:34]3[CH:35]=[CH:36][C:37]4[N:38]([C:40]([CH:43]([CH3:44])[CH3:45])=[N:41][N:42]=4)[CH:39]=3)=[CH:29][CH:28]=2)[N:8]([C:10]2[CH:15]=[CH:14][C:13]([OH:16])=[CH:12][CH:11]=2)[N:9]=1)([CH3:4])([CH3:3])[CH3:2]. Reactant: [C:1]([C:5]1[CH:6]=[C:7]([NH:24][C:25](=[O:46])[CH2:26][C:27]2[CH:32]=[CH:31][C:30]([S:33][C:34]3[CH:35]=[CH:36][C:37]4[N:38]([C:40]([CH:43]([CH3:45])[CH3:44])=[N:41][N:42]=4)[CH:39]=3)=[CH:29][CH:28]=2)[N:8]([C:10]2[CH:15]=[CH:14][C:13]([O:16][Si](C(C)(C)C)(C)C)=[CH:12][CH:11]=2)[N:9]=1)([CH3:4])([CH3:3])[CH3:2].F.F.F.C(N(CC)CC)C. The catalyst class is: 49. (4) Reactant: FC(F)(F)[C:3]([CH:5]1[CH:10]2[C:11]([CH3:13])([CH3:12])[C:7]([CH3:14])([CH2:8][CH2:9]2)[C:6]1=[O:15])=O.C([O-])([O-])=O.[K+].[K+].C1OCCOCCOCCOCCOCCOC1.C=O. Product: [CH3:12][C:11]1([CH3:13])[C:7]2([CH3:14])[C:6]([C:5](=[CH2:3])[CH:10]1[CH2:9][CH2:8]2)=[O:15]. The catalyst class is: 48. (5) Reactant: [CH3:1][C:2]1[O:3][C:4]([C:8]([OH:10])=O)=[C:5]([CH3:7])[N:6]=1.O1CCCC1.S(Cl)(Cl)=O.[NH2:20][C:21]1[CH:22]=[C:23]([CH:40]=[CH:41][C:42]=1[F:43])[O:24][C:25]1[CH:26]=[CH:27][C:28]2[N:29]([N:31]=[C:32]([NH:34][C:35]([CH:37]3[CH2:39][CH2:38]3)=[O:36])[N:33]=2)[CH:30]=1. Product: [CH:37]1([C:35]([NH:34][C:32]2[N:33]=[C:28]3[CH:27]=[CH:26][C:25]([O:24][C:23]4[CH:40]=[CH:41][C:42]([F:43])=[C:21]([NH:20][C:8]([C:4]5[O:3][C:2]([CH3:1])=[N:6][C:5]=5[CH3:7])=[O:10])[CH:22]=4)=[CH:30][N:29]3[N:31]=2)=[O:36])[CH2:38][CH2:39]1. The catalyst class is: 402. (6) Reactant: C(O)(=O)C.[N+:5]([C:8]1[CH:9]=[C:10]([N:14]2[C:18]([C:19]3[CH:24]=[CH:23][CH:22]=[CH:21][CH:20]=3)=[CH:17][C:16]([C:25]([F:28])([F:27])[F:26])=[N:15]2)[CH:11]=[CH:12][CH:13]=1)([O-])=O. Product: [NH2:5][C:8]1[CH:9]=[C:10]([N:14]2[C:18]([C:19]3[CH:24]=[CH:23][CH:22]=[CH:21][CH:20]=3)=[CH:17][C:16]([C:25]([F:28])([F:27])[F:26])=[N:15]2)[CH:11]=[CH:12][CH:13]=1. The catalyst class is: 63. (7) Reactant: [CH:1]1[C:6]2[CH2:7][CH2:8][CH:9]([CH2:12][NH2:13])[CH2:10][CH2:11][C:5]=2[CH:4]=[CH:3][CH:2]=1.[CH:14]1[CH:19]=[CH:18][C:17]([CH2:20][O:21][C:22](Cl)=[O:23])=[CH:16][CH:15]=1.C(N(C(C)C)CC)(C)C. Product: [CH2:20]([O:21][C:22](=[O:23])[NH:13][CH2:12][CH:9]1[CH2:8][CH2:7][C:6]2[CH:1]=[CH:2][CH:3]=[CH:4][C:5]=2[CH2:11][CH2:10]1)[C:17]1[CH:18]=[CH:19][CH:14]=[CH:15][CH:16]=1. The catalyst class is: 7.